This data is from CYP2D6 inhibition data for predicting drug metabolism from PubChem BioAssay. The task is: Regression/Classification. Given a drug SMILES string, predict its absorption, distribution, metabolism, or excretion properties. Task type varies by dataset: regression for continuous measurements (e.g., permeability, clearance, half-life) or binary classification for categorical outcomes (e.g., BBB penetration, CYP inhibition). Dataset: cyp2d6_veith. (1) The compound is COc1ccc(C(=O)Nc2ccc(Cl)cc2C(=O)NCCN2CCOCC2)cc1. The result is 1 (inhibitor). (2) The molecule is COc1ccccc1NC(=O)c1nn(-c2cccc(C(F)(F)F)c2)ccc1=O. The result is 0 (non-inhibitor). (3) The molecule is CCNS(=O)(=O)c1ccc(NC(=O)c2cc(C(F)(F)F)nn2C)cc1. The result is 0 (non-inhibitor). (4) The drug is COCCNC(=O)CCn1nc(-c2ccc(Cl)cc2)ccc1=O. The result is 0 (non-inhibitor). (5) The molecule is COCCn1c(=O)c(CCc2ccccc2)nc2cnc(N3CCN(C)CC3)nc21. The result is 0 (non-inhibitor). (6) The compound is COc1ccccc1/C=N/NC(=Nc1ccc(C)cc1)c1nc2ccccc2s1. The result is 0 (non-inhibitor). (7) The molecule is CS(=O)(=O)N1CCC[C@@]2(CCN(C(c3ccccc3)c3ccccc3)C2)C1. The result is 1 (inhibitor). (8) The molecule is CNCCc1cnc[nH]1. The result is 0 (non-inhibitor).